The task is: Predict the reaction yield, written as a fraction of the theoretical maximum amount of product (1.0 means a 100% yield; for example, 0.34 means a 34% yield).. This data is from Reaction yield outcomes from USPTO patents with 853,638 reactions. (1) The reactants are [NH2:1][CH2:2][C:3]1[CH:11]=[CH:10][C:6]([C:7]([OH:9])=[O:8])=[CH:5][CH:4]=1.N1C=CC=CC=1.[C:18](Cl)(=[O:21])[CH:19]=[CH2:20].C(Cl)(Cl)Cl.CO. The catalyst is CN(C=O)C.O. The product is [C:18]([NH:1][CH2:2][C:3]1[CH:4]=[CH:5][C:6]([C:7]([OH:9])=[O:8])=[CH:10][CH:11]=1)(=[O:21])[CH:19]=[CH2:20]. The yield is 0.0995. (2) The reactants are [N+:1]([C:4]1[CH:9]=[CH:8][C:7]([CH:10]2[CH2:15][C:14](=[O:16])[O:13][C:12](=O)[CH2:11]2)=[CH:6][CH:5]=1)([O-:3])=[O:2].[CH3:18][NH2:19]. The catalyst is C1COCC1. The product is [CH3:18][N:19]1[C:14](=[O:16])[CH2:15][CH:10]([C:7]2[CH:8]=[CH:9][C:4]([N+:1]([O-:3])=[O:2])=[CH:5][CH:6]=2)[CH2:11][C:12]1=[O:13]. The yield is 0.830.